From a dataset of Forward reaction prediction with 1.9M reactions from USPTO patents (1976-2016). Predict the product of the given reaction. Given the reactants [Cl:1][C:2]1[CH:3]=[C:4]([C@@H:8]2[C@@H:13]([C:14]3[CH:19]=[CH:18][C:17]([Cl:20])=[CH:16][CH:15]=3)[N:12]([C@@H:21]([CH2:25][CH3:26])[C:22](=[O:24])[CH3:23])[C:11](=[O:27])[C@:10]([CH2:29][C:30]([OH:32])=[O:31])([CH3:28])[CH2:9]2)[CH:5]=[CH:6][CH:7]=1.C([BH-](C(CC)C)C(CC)C)(CC)C.[Na+], predict the reaction product. The product is: [Cl:1][C:2]1[CH:3]=[C:4]([C@@H:8]2[C@@H:13]([C:14]3[CH:19]=[CH:18][C:17]([Cl:20])=[CH:16][CH:15]=3)[N:12]([C@@H:21]([CH2:25][CH3:26])[C@@H:22]([OH:24])[CH3:23])[C:11](=[O:27])[C@:10]([CH2:29][C:30]([OH:32])=[O:31])([CH3:28])[CH2:9]2)[CH:5]=[CH:6][CH:7]=1.